This data is from Catalyst prediction with 721,799 reactions and 888 catalyst types from USPTO. The task is: Predict which catalyst facilitates the given reaction. (1) Reactant: FC(F)(F)[C:3]([C:5]1[C:13]2[C:8](=[C:9]([Cl:14])[CH:10]=[CH:11][CH:12]=2)[NH:7][CH:6]=1)=[O:4].[OH-:17].[Na+]. Product: [Cl:14][C:9]1[CH:10]=[CH:11][CH:12]=[C:13]2[C:8]=1[NH:7][CH:6]=[C:5]2[C:3]([OH:4])=[O:17]. The catalyst class is: 6. (2) Reactant: [CH2:1]([NH:8][CH2:9][CH2:10][C:11]1[CH:16]=[CH:15][C:14]([S:17][C:18]2[CH:23]=[CH:22][C:21]([O:24][CH3:25])=[CH:20][CH:19]=2)=[CH:13][CH:12]=1)[C:2]1[CH:7]=[CH:6][CH:5]=[CH:4][CH:3]=1.[C:26](O[C:26]([O:28][C:29]([CH3:32])([CH3:31])[CH3:30])=[O:27])([O:28][C:29]([CH3:32])([CH3:31])[CH3:30])=[O:27].C(=O)([O-])O.[Na+]. Product: [CH2:1]([N:8]([CH2:9][CH2:10][C:11]1[CH:16]=[CH:15][C:14]([S:17][C:18]2[CH:19]=[CH:20][C:21]([O:24][CH3:25])=[CH:22][CH:23]=2)=[CH:13][CH:12]=1)[C:26](=[O:27])[O:28][C:29]([CH3:32])([CH3:31])[CH3:30])[C:2]1[CH:3]=[CH:4][CH:5]=[CH:6][CH:7]=1. The catalyst class is: 7. (3) Reactant: C([O:3][C:4]([C:6]1[NH:7][C:8]([CH3:22])=[C:9]([C:12]2[CH:17]=[CH:16][CH:15]=[CH:14][C:13]=2[C:18]([F:21])([F:20])[F:19])[C:10]=1[CH3:11])=[O:5])C.[OH-].[Na+]. Product: [CH3:11][C:10]1[C:9]([C:12]2[CH:17]=[CH:16][CH:15]=[CH:14][C:13]=2[C:18]([F:19])([F:20])[F:21])=[C:8]([CH3:22])[NH:7][C:6]=1[C:4]([OH:5])=[O:3]. The catalyst class is: 5. (4) Reactant: [F:1][C:2]1[CH:7]=[C:6]([F:8])[CH:5]=[CH:4][C:3]=1[C@H:9]1[NH:14][CH2:13][C@@H:12]([CH3:15])[O:11][CH2:10]1.Br[C:17]1[CH:18]=[CH:19][C:20]2[O:21][CH2:22][C:23](=[O:27])[NH:24][C:25]=2[N:26]=1. Product: [F:1][C:2]1[CH:7]=[C:6]([F:8])[CH:5]=[CH:4][C:3]=1[C@@H:9]1[CH2:10][O:11][C@H:12]([CH3:15])[CH2:13][N:14]1[C:17]1[CH:18]=[CH:19][C:20]2[O:21][CH2:22][C:23](=[O:27])[NH:24][C:25]=2[N:26]=1. The catalyst class is: 16. (5) Reactant: [C:1]([NH:6][C:7]1[CH:8]=[CH:9][C:10]([CH3:26])=[C:11]([CH:13]2[CH2:18][CH2:17][N:16](C(OC(C)(C)C)=O)[CH2:15][CH2:14]2)[CH:12]=1)(=[O:5])[CH:2]([CH3:4])[CH3:3].C(O)(C(F)(F)F)=O. Product: [CH3:3][CH:2]([CH3:4])[C:1]([NH:6][C:7]1[CH:8]=[CH:9][C:10]([CH3:26])=[C:11]([CH:13]2[CH2:18][CH2:17][NH:16][CH2:15][CH2:14]2)[CH:12]=1)=[O:5]. The catalyst class is: 2. (6) Reactant: C1C2C(OC([N:17]([CH3:50])[C@@H:18]([CH3:49])[C:19]([NH:21][C:22]3[CH:48]=[CH:47][C:25]([CH2:26][C@@H:27]4[CH2:31][CH2:30][C@H:29]([C@H:32]([OH:39])C5C=NC=CC=5)[N:28]4[C:40]([O:42][C:43]([CH3:46])([CH3:45])[CH3:44])=[O:41])=[CH:24][CH:23]=3)=[O:20])=O)C3C(=CC=CC=3)C=2C=CC=1.N1[CH2:56][CH2:55][CH2:54][CH2:53][CH2:52]1.[CH2:57]1COCC1. Product: [OH:39][C@H:32]([C:52]1[CH:57]=[CH:56][CH:55]=[CH:54][CH:53]=1)[C@H:29]1[CH2:30][CH2:31][C@@H:27]([CH2:26][C:25]2[CH:47]=[CH:48][C:22]([NH:21][C:19](=[O:20])[C@@H:18]([NH:17][CH3:50])[CH3:49])=[CH:23][CH:24]=2)[N:28]1[C:40]([O:42][C:43]([CH3:46])([CH3:44])[CH3:45])=[O:41]. The catalyst class is: 4. (7) Reactant: O/[C:2](=[CH:8]\[C:9](=O)[CH2:10][CH:11]([CH3:13])[CH3:12])/[C:3]([O:5][CH2:6][CH3:7])=[O:4].Cl.[F:16][C:17]1[CH:22]=[CH:21][C:20]([NH:23][NH2:24])=[CH:19][CH:18]=1.Cl.CCCCCC. Product: [F:16][C:17]1[CH:22]=[CH:21][C:20]([N:23]2[C:9]([CH2:10][CH:11]([CH3:13])[CH3:12])=[CH:8][C:2]([C:3]([O:5][CH2:6][CH3:7])=[O:4])=[N:24]2)=[CH:19][CH:18]=1. The catalyst class is: 653.